This data is from Peptide-MHC class II binding affinity with 134,281 pairs from IEDB. The task is: Regression. Given a peptide amino acid sequence and an MHC pseudo amino acid sequence, predict their binding affinity value. This is MHC class II binding data. (1) The peptide sequence is VLRTKLMSTRRVLER. The MHC is DRB3_0101 with pseudo-sequence DRB3_0101. The binding affinity (normalized) is 0.101. (2) The peptide sequence is VQNTVEDLKLNTLGR. The MHC is HLA-DQA10301-DQB10302 with pseudo-sequence HLA-DQA10301-DQB10302. The binding affinity (normalized) is 0.384. (3) The peptide sequence is KGNKTCGFVDERGLY. The MHC is DRB3_0202 with pseudo-sequence DRB3_0202. The binding affinity (normalized) is 0.